Task: Predict the product of the given reaction.. Dataset: Forward reaction prediction with 1.9M reactions from USPTO patents (1976-2016) (1) Given the reactants Cl[C:2]1[NH:6][C:5]2[CH:7]=[CH:8][CH:9]=[C:10]([N+:11]([O-:13])=[O:12])[C:4]=2[N:3]=1.[CH3:14][N:15]1[CH2:20][CH2:19][NH:18][CH2:17][CH2:16]1, predict the reaction product. The product is: [CH3:14][N:15]1[CH2:20][CH2:19][N:18]([C:2]2[NH:6][C:5]3[CH:7]=[CH:8][CH:9]=[C:10]([N+:11]([O-:13])=[O:12])[C:4]=3[N:3]=2)[CH2:17][CH2:16]1. (2) Given the reactants [CH2:1]([O:8][C:9]([NH:11][C@H:12]1[CH2:17][CH2:16][C@@H:15]([NH:18][C:19](=[O:25])[O:20][C:21]([CH3:24])([CH3:23])[CH3:22])[CH2:14][C@H:13]1[CH2:26][OH:27])=[O:10])[C:2]1[CH:7]=[CH:6][CH:5]=[CH:4][CH:3]=1.C(N(CC)CC)C.[C:35]1([N:41]=[C:42]=[O:43])[CH:40]=[CH:39][CH:38]=[CH:37][CH:36]=1, predict the reaction product. The product is: [CH2:1]([O:8][C:9]([NH:11][C@H:12]1[CH2:17][CH2:16][C@@H:15]([NH:18][C:19](=[O:25])[O:20][C:21]([CH3:22])([CH3:23])[CH3:24])[CH2:14][C@H:13]1[CH2:26][O:27][C:42](=[O:43])[NH:41][C:35]1[CH:40]=[CH:39][CH:38]=[CH:37][CH:36]=1)=[O:10])[C:2]1[CH:3]=[CH:4][CH:5]=[CH:6][CH:7]=1.